From a dataset of Forward reaction prediction with 1.9M reactions from USPTO patents (1976-2016). Predict the product of the given reaction. (1) Given the reactants [NH2:1][C:2]([CH3:23])([CH3:22])[CH2:3][N:4]1[C:16]2[C:15]3[N:14]=[CH:13][CH:12]=[CH:11][C:10]=3[N:9]=[C:8]([NH2:17])[C:7]=2[N:6]=[C:5]1[CH2:18][O:19][CH2:20][CH3:21].C(N(CC)CC)C.[CH:31]1([C:37](Cl)=[O:38])[CH2:36][CH2:35][CH2:34][CH2:33][CH2:32]1, predict the reaction product. The product is: [NH2:17][C:8]1[C:7]2[N:6]=[C:5]([CH2:18][O:19][CH2:20][CH3:21])[N:4]([CH2:3][C:2]([NH:1][C:37]([CH:31]3[CH2:36][CH2:35][CH2:34][CH2:33][CH2:32]3)=[O:38])([CH3:22])[CH3:23])[C:16]=2[C:15]2[N:14]=[CH:13][CH:12]=[CH:11][C:10]=2[N:9]=1. (2) Given the reactants [Cl:1][C:2]1[CH:7]=[CH:6][C:5]([CH2:8]Cl)=[CH:4][N:3]=1.C[CH:11]([NH2:15])[CH2:12][O:13][CH3:14].[C:16](=O)([O-])[O-].[K+].[K+], predict the reaction product. The product is: [Cl:1][C:2]1[N:3]=[CH:4][C:5]([CH2:8][N:15]([CH2:11][CH2:12][O:13][CH3:14])[CH3:16])=[CH:6][CH:7]=1. (3) The product is: [Cl:25][C:5]1[C:6]([CH:8]([S:17][C:18]2[CH:19]=[CH:20][C:21]([Cl:24])=[CH:22][CH:23]=2)[C:9]2[CH:14]=[C:13]([F:15])[CH:12]=[CH:11][C:10]=2[F:16])=[CH:7][C:2]([N:26]2[CH2:31][CH2:30][O:29][CH2:28][CH2:27]2)=[N:3][CH:4]=1. Given the reactants Cl[C:2]1[CH:7]=[C:6]([CH:8]([S:17][C:18]2[CH:23]=[CH:22][C:21]([Cl:24])=[CH:20][CH:19]=2)[C:9]2[CH:14]=[C:13]([F:15])[CH:12]=[CH:11][C:10]=2[F:16])[C:5]([Cl:25])=[CH:4][N:3]=1.[NH:26]1[CH2:31][CH2:30][O:29][CH2:28][CH2:27]1, predict the reaction product. (4) Given the reactants Cl[CH2:2][CH:3]1[O:7][C:6](=[O:8])[N:5]([CH2:9][C:10]2[CH:15]=[CH:14][C:13]([C:16]3[CH:21]=[CH:20][C:19]([F:22])=[CH:18][C:17]=3[F:23])=[CH:12][CH:11]=2)[CH2:4]1.[CH2:24]([NH:26][CH3:27])[CH3:25], predict the reaction product. The product is: [F:23][C:17]1[CH:18]=[C:19]([F:22])[CH:20]=[CH:21][C:16]=1[C:13]1[CH:14]=[CH:15][C:10]([CH2:9][N:5]2[CH2:4][CH:3]([CH2:2][N:26]([CH2:24][CH3:25])[CH3:27])[O:7][C:6]2=[O:8])=[CH:11][CH:12]=1. (5) Given the reactants [Cl:1][C:2]1[CH:3]=[C:4]([CH:23]=[CH:24][C:25]=1[F:26])[CH2:5][N:6]1[CH2:15][CH2:14][C:13]2[C:12]([C:16]([O:18][CH3:19])=[O:17])=[N:11][C:10]([OH:20])=[C:9]([OH:21])[C:8]=2[C:7]1=[O:22].[CH3:27][O-].C[O-].[Mg+2].IC, predict the reaction product. The product is: [Cl:1][C:2]1[CH:3]=[C:4]([CH:23]=[CH:24][C:25]=1[F:26])[CH2:5][N:6]1[CH2:15][CH2:14][C:13]2[C:8](=[C:9]([OH:21])[C:10](=[O:20])[N:11]([CH3:27])[C:12]=2[C:16]([O:18][CH3:19])=[O:17])[C:7]1=[O:22].